This data is from Full USPTO retrosynthesis dataset with 1.9M reactions from patents (1976-2016). The task is: Predict the reactants needed to synthesize the given product. (1) Given the product [F:33][C:17]1[CH:16]=[CH:15][C:14]([NH:18][C:19](=[O:25])[O:20][C:21]([CH3:22])([CH3:24])[CH3:23])=[CH:13][C:12]=1[NH:11][C:4]1[C:3]([CH:1]=[O:2])=[CH:8][N:7]=[C:6]([S:9][CH3:10])[N:5]=1, predict the reactants needed to synthesize it. The reactants are: [CH:1]([C:3]1[C:4]([NH:11][C:12]2[CH:13]=[C:14]([NH:18][C:19](=[O:25])[O:20][C:21]([CH3:24])([CH3:23])[CH3:22])[CH:15]=[CH:16][CH:17]=2)=[N:5][C:6]([S:9][CH3:10])=[N:7][CH:8]=1)=[O:2].NC1C=C(NC(=O)OC(C)(C)C)C=CC=1[F:33]. (2) Given the product [ClH:30].[ClH:30].[CH2:1]([N:3]1[C:7]2=[N:8][CH:9]=[C:10]([C:19]([NH:21][NH2:22])=[O:20])[C:11]([NH:12][CH:13]3[CH2:14][CH2:15][O:16][CH2:17][CH2:18]3)=[C:6]2[CH:5]=[N:4]1)[CH3:2], predict the reactants needed to synthesize it. The reactants are: [CH2:1]([N:3]1[C:7]2=[N:8][CH:9]=[C:10]([C:19]([NH:21][NH:22]C(OC(C)(C)C)=O)=[O:20])[C:11]([NH:12][CH:13]3[CH2:18][CH2:17][O:16][CH2:15][CH2:14]3)=[C:6]2[CH:5]=[N:4]1)[CH3:2].[ClH:30]. (3) Given the product [F:12][C:13]1[CH:14]=[C:15]2[C:16]([C:17]([OH:18])=[C:2]([C:1]([O:8][CH2:9][CH3:28])=[O:7])[C:3](=[O:4])[N:20]2[CH2:21][CH:22]=[CH2:23])=[CH:26][CH:27]=1, predict the reactants needed to synthesize it. The reactants are: [C:1]([O:8][CH3:9])(=[O:7])[CH2:2][C:3](OC)=[O:4].[H-].[Na+].[F:12][C:13]1[CH:27]=[CH:26][C:16]2[C:17](=O)[O:18]C(=O)[N:20]([CH2:21][CH:22]=[CH2:23])[C:15]=2[CH:14]=1.[CH3:28]N(C=O)C. (4) Given the product [Cl:1][C:2]1[C:3]([O:30][C:34]2[CH:35]=[CH:36][N:37]=[C:32]([Cl:31])[N:33]=2)=[C:4]([CH:26]=[C:27]([F:29])[CH:28]=1)[CH2:5][NH:6][C:7]([NH:9][C:10]1[N:14]([C:15]2[CH:16]=[CH:17][C:18]([CH3:21])=[CH:19][CH:20]=2)[N:13]=[C:12]([C:22]([CH3:25])([CH3:23])[CH3:24])[CH:11]=1)=[O:8], predict the reactants needed to synthesize it. The reactants are: [Cl:1][C:2]1[C:3]([OH:30])=[C:4]([CH:26]=[C:27]([F:29])[CH:28]=1)[CH2:5][NH:6][C:7]([NH:9][C:10]1[N:14]([C:15]2[CH:20]=[CH:19][C:18]([CH3:21])=[CH:17][CH:16]=2)[N:13]=[C:12]([C:22]([CH3:25])([CH3:24])[CH3:23])[CH:11]=1)=[O:8].[Cl:31][C:32]1[N:37]=[C:36](Cl)[CH:35]=[CH:34][N:33]=1.[OH-].[Na+].